From a dataset of Full USPTO retrosynthesis dataset with 1.9M reactions from patents (1976-2016). Predict the reactants needed to synthesize the given product. (1) Given the product [NH:11]1[C:15]2[CH:16]=[CH:17][CH:18]=[CH:19][C:14]=2[N:13]=[C:12]1[C@H:8]([NH:9][C:10]([NH:33][C@H:31]([C:28]1[CH:29]=[CH:30][C:25]([O:24][CH3:23])=[CH:26][CH:27]=1)[CH3:32])=[O:20])[CH2:7][C:6]1[CH:5]=[CH:4][C:3]([O:2][CH3:1])=[CH:22][CH:21]=1, predict the reactants needed to synthesize it. The reactants are: [CH3:1][O:2][C:3]1[CH:22]=[CH:21][C:6]([CH2:7][C@@H:8]2[C:12]3=[N:13][C:14]4[CH:19]=[CH:18][CH:17]=[CH:16][C:15]=4[N:11]3[C:10](=[O:20])[NH:9]2)=[CH:5][CH:4]=1.[CH3:23][O:24][C:25]1[CH:30]=[CH:29][C:28]([C@@H:31]([NH2:33])[CH3:32])=[CH:27][CH:26]=1.C(O)(C(F)(F)F)=O. (2) Given the product [OH:18][CH2:19][CH2:20][C:9]1[N:8]=[C:7]([CH3:11])[N:6]([S:3]([N:2]([CH3:12])[CH3:1])(=[O:4])=[O:5])[CH:10]=1, predict the reactants needed to synthesize it. The reactants are: [CH3:1][N:2]([CH3:12])[S:3]([N:6]1[CH:10]=[CH:9][N:8]=[C:7]1[CH3:11])(=[O:5])=[O:4].[Li]CCCC.[O:18]1[CH2:20][CH2:19]1. (3) The reactants are: C[O:2][C:3](=[O:37])[C@@H:4]([NH:14][C:15]([C:17]1[S:18][C:19]([C:26](=[O:36])[NH:27][CH2:28][C:29]2[CH:34]=[CH:33][CH:32]=[C:31]([OH:35])[CH:30]=2)=[CH:20][C:21]=1[C:22]([F:25])([F:24])[F:23])=[O:16])[CH2:5][NH:6][C:7]([C:9]1[S:10][CH:11]=[CH:12][CH:13]=1)=[O:8].O.[OH-].[Li+].Cl. Given the product [OH:35][C:31]1[CH:30]=[C:29]([CH:34]=[CH:33][CH:32]=1)[CH2:28][NH:27][C:26]([C:19]1[S:18][C:17]([C:15]([NH:14][C@@H:4]([CH2:5][NH:6][C:7]([C:9]2[S:10][CH:11]=[CH:12][CH:13]=2)=[O:8])[C:3]([OH:37])=[O:2])=[O:16])=[C:21]([C:22]([F:25])([F:24])[F:23])[CH:20]=1)=[O:36], predict the reactants needed to synthesize it. (4) The reactants are: [OH:1][C:2]1[C:7](=[O:8])[NH:6][C:5]([CH2:9][C:10]2[CH:15]=[CH:14][CH:13]=[CH:12][C:11]=2[C:16]2[CH:21]=[CH:20][CH:19]=[C:18]([CH3:22])[CH:17]=2)=[N:4][C:3]=1[C:23]([O:25]C)=[O:24].O.[OH-].[Li+].C1COCC1. Given the product [OH:1][C:2]1[C:7](=[O:8])[NH:6][C:5]([CH2:9][C:10]2[CH:15]=[CH:14][CH:13]=[CH:12][C:11]=2[C:16]2[CH:21]=[CH:20][CH:19]=[C:18]([CH3:22])[CH:17]=2)=[N:4][C:3]=1[C:23]([OH:25])=[O:24], predict the reactants needed to synthesize it.